From a dataset of Full USPTO retrosynthesis dataset with 1.9M reactions from patents (1976-2016). Predict the reactants needed to synthesize the given product. (1) Given the product [F:16][CH2:1][S:2][C:4]1[CH:9]=[CH:8][CH:7]=[CH:6][CH:5]=1, predict the reactants needed to synthesize it. The reactants are: [CH3:1][S:2]([C:4]1[CH:9]=[CH:8][CH:7]=[CH:6][CH:5]=1)=O.C(N(S(F)(F)[F:16])CC)C.C(=O)([O-])O.[Na+]. (2) Given the product [Cl:1][C:2]1[CH:3]=[C:4]2[C:12](=[CH:13][CH:14]=1)[NH:11][C:10]1[CH:9]([NH:15][C:16]([C:18]3[N:23]=[CH:22][C:21]([C:24]([NH:27][CH2:28][CH2:29][O:30][CH2:31][CH2:32][O:33][CH2:34][CH2:35][NH:36][C:37](=[O:43])[O:38][C:39]([CH3:41])([CH3:40])[CH3:42])=[O:26])=[CH:20][CH:19]=3)=[O:17])[CH2:8][CH2:7][CH2:6][C:5]2=1, predict the reactants needed to synthesize it. The reactants are: [Cl:1][C:2]1[CH:3]=[C:4]2[C:12](=[CH:13][CH:14]=1)[NH:11][C:10]1[CH:9]([NH:15][C:16]([C:18]3[N:23]=[CH:22][C:21]([C:24]([OH:26])=O)=[CH:20][CH:19]=3)=[O:17])[CH2:8][CH2:7][CH2:6][C:5]2=1.[NH2:27][CH2:28][CH2:29][O:30][CH2:31][CH2:32][O:33][CH2:34][CH2:35][NH:36][C:37](=[O:43])[O:38][C:39]([CH3:42])([CH3:41])[CH3:40]. (3) Given the product [Br:1][C:2]1[CH:11]=[C:10]2[C:5]([N:6]=[CH:7][CH:8]=[N:9]2)=[C:4]([O:12][C@@H:31]2[CH2:36][CH2:35][C@H:34]([NH:37][C:38]3[N:39]=[CH:40][CH:41]=[CH:42][N:43]=3)[CH2:33][CH2:32]2)[CH:3]=1, predict the reactants needed to synthesize it. The reactants are: [Br:1][C:2]1[CH:11]=[C:10]2[C:5]([N:6]=[CH:7][CH:8]=[N:9]2)=[C:4]([O:12][Si](C(C)(C)C)(C)C)[CH:3]=1.C(=O)([O-])[O-].[Cs+].[Cs+].CS(O[C@H:31]1[CH2:36][CH2:35][C@H:34]([NH:37][C:38]2[N:43]=[CH:42][C:41](Br)=[CH:40][N:39]=2)[CH2:33][CH2:32]1)(=O)=O. (4) Given the product [CH:8]1[CH:7]=[CH:6][C:5]2[C:4]3[CH:3]=[CH:2][CH:15]=[CH:14][C:13]=3[NH:12][CH2:11][C:10]=2[CH:9]=1.[Br:1][C:2]1[CH:15]=[CH:14][C:13]2[N:12]([S:57]([C:54]3[CH:53]=[CH:52][C:51]([O:50][CH3:49])=[CH:56][CH:55]=3)(=[O:59])=[O:58])[CH:11]([CH2:16][CH3:17])[C:10]3[C:5](=[CH:6][CH:7]=[C:8]([F:18])[CH:9]=3)[C:4]=2[CH:3]=1, predict the reactants needed to synthesize it. The reactants are: [Br:1][C:2]1[CH:15]=[CH:14][C:13]2[C:4](=[C:5]3[C:10](=[C:11]([CH2:16][CH3:17])[N:12]=2)[CH:9]=[C:8]([F:18])[CH:7]=[CH:6]3)[CH:3]=1.[BH4-].[Na+].FC(F)(F)C(O)=O.C1C=CC2C3C=CC=CC=3NCC=2C=1.C(N(CC)CC)C.[CH3:49][O:50][C:51]1[CH:56]=[CH:55][C:54]([S:57](Cl)(=[O:59])=[O:58])=[CH:53][CH:52]=1.